Task: Predict the product of the given reaction.. Dataset: Forward reaction prediction with 1.9M reactions from USPTO patents (1976-2016) (1) Given the reactants [Br:1][C:2]1[CH:3]=[C:4]([NH:23][CH2:24][C:25]2[N:26]=[N:27][N:28]([CH:30]3[CH2:35][CH2:34][N:33](C(OC(C)(C)C)=O)[CH2:32][CH2:31]3)[CH:29]=2)[CH:5]=[C:6]2[C:11]=1[N:10]=[CH:9][C:8]([C:12]#[N:13])=[C:7]2[NH:14][C:15]1[CH:20]=[CH:19][C:18]([F:21])=[C:17]([Cl:22])[CH:16]=1, predict the reaction product. The product is: [Br:1][C:2]1[CH:3]=[C:4]([NH:23][CH2:24][C:25]2[N:26]=[N:27][N:28]([CH:30]3[CH2:35][CH2:34][NH:33][CH2:32][CH2:31]3)[CH:29]=2)[CH:5]=[C:6]2[C:11]=1[N:10]=[CH:9][C:8]([C:12]#[N:13])=[C:7]2[NH:14][C:15]1[CH:20]=[CH:19][C:18]([F:21])=[C:17]([Cl:22])[CH:16]=1. (2) Given the reactants [F:1][C:2]1[CH:31]=[CH:30][CH:29]=[CH:28][C:3]=1[CH2:4][NH:5][C:6]1[C:11]([C:12]([NH2:14])=[O:13])=[CH:10][N:9]=[C:8]([NH:15][C:16]2[CH:21]=[CH:20][C:19]([CH:22]3[CH2:27][CH2:26][NH:25][CH2:24][CH2:23]3)=[CH:18][CH:17]=2)[CH:7]=1.Cl.CCN(C(C)C)C(C)C.[CH3:42][N:43]([CH3:47])[C:44]([Cl:46])=[O:45], predict the reaction product. The product is: [CH3:42][N:43]([CH3:47])[C:44]([N:25]1[CH2:26][CH2:27][CH:22]([C:19]2[CH:18]=[CH:17][C:16]([NH:15][C:8]3[CH:7]=[C:6]([NH:5][CH2:4][C:3]4[CH:28]=[CH:29][CH:30]=[CH:31][C:2]=4[F:1])[C:11]([C:12]([NH2:14])=[O:13])=[CH:10][N:9]=3)=[CH:21][CH:20]=2)[CH2:23][CH2:24]1)=[O:45].[ClH:46]. (3) Given the reactants [CH2:1]([O:8][C:9]1[CH:10]=[C:11]([CH2:19][OH:20])[CH:12]=[C:13]([C:15]([F:18])([F:17])[F:16])[CH:14]=1)[C:2]1[CH:7]=[CH:6][CH:5]=[CH:4][CH:3]=1.[Cr](Cl)(O)(=O)=O.N1C=CC=CC=1, predict the reaction product. The product is: [CH2:1]([O:8][C:9]1[CH:10]=[C:11]([CH:12]=[C:13]([C:15]([F:16])([F:17])[F:18])[CH:14]=1)[CH:19]=[O:20])[C:2]1[CH:3]=[CH:4][CH:5]=[CH:6][CH:7]=1. (4) The product is: [Br:1][C:2]1[CH:3]=[C:4]2[C:5](=[CH:10][CH:11]=1)[C:6](=[O:8])[N:15]([C@H:16]1[CH2:21][CH2:20][C@H:19]([OH:22])[CH2:18][CH2:17]1)[CH2:12]2. Given the reactants [Br:1][C:2]1[CH:11]=[CH:10][C:5]([C:6]([O:8]C)=O)=[C:4]([CH2:12]Br)[CH:3]=1.Cl.[NH2:15][C@H:16]1[CH2:21][CH2:20][C@H:19]([OH:22])[CH2:18][CH2:17]1.C(=O)([O-])[O-].[K+].[K+], predict the reaction product. (5) Given the reactants [CH3:1][S:2]([O:5][C:6]1[CH:11]=[CH:10][C:9]([C:12]2([C:20]3[CH:25]=[CH:24][C:23]([F:26])=[C:22](Br)[CH:21]=3)[C:16](=[O:17])[N:15](C)[C:14]([NH2:19])=[N:13]2)=[CH:8][CH:7]=1)(=[O:4])=[O:3].C([Sn](CCCC)(CCCC)[C:33]1[CH:38]=[N:37][CH:36]=[CH:35][N:34]=1)CCC, predict the reaction product. The product is: [CH3:1][S:2]([O:5][C:6]1[CH:11]=[CH:10][C:9]([C:12]2([C:20]3[CH:25]=[CH:24][C:23]([F:26])=[C:22]([C:33]4[CH:38]=[N:37][CH:36]=[CH:35][N:34]=4)[CH:21]=3)[C:16](=[O:17])[NH:15][C:14]([NH2:19])=[N:13]2)=[CH:8][CH:7]=1)(=[O:3])=[O:4].